This data is from Forward reaction prediction with 1.9M reactions from USPTO patents (1976-2016). The task is: Predict the product of the given reaction. (1) Given the reactants C[O:2][C:3](=[O:30])[C@H:4]([CH2:22][C:23]1[CH:28]=[CH:27][C:26]([NH2:29])=[CH:25][CH:24]=1)[NH:5][C:6]([C:8]1([CH2:13][C:14]2[CH:19]=[CH:18][C:17]([O:20][CH3:21])=[CH:16][CH:15]=2)[CH2:12][CH2:11][CH2:10][CH2:9]1)=[O:7].O.[OH-].[Li+], predict the reaction product. The product is: [NH2:29][C:26]1[CH:25]=[CH:24][C:23]([CH2:22][C@@H:4]([C:3]([OH:30])=[O:2])[NH:5][C:6]([C:8]2([CH2:13][C:14]3[CH:15]=[CH:16][C:17]([O:20][CH3:21])=[CH:18][CH:19]=3)[CH2:12][CH2:11][CH2:10][CH2:9]2)=[O:7])=[CH:28][CH:27]=1. (2) Given the reactants [C:1]([O:5][C:6]([NH:8][C:9]1[S:10][CH:11]=[C:12](/[C:14](=[N:35]/[O:36][C:37]2([C:40]([O:42][CH:43]([C:50]3[CH:55]=[CH:54][CH:53]=[CH:52][CH:51]=3)[C:44]3[CH:49]=[CH:48][CH:47]=[CH:46][CH:45]=3)=[O:41])[CH2:39][CH2:38]2)/[C:15]([NH:17][C@@H:18]2[C:21](=[O:22])[NH:20][C@@H:19]2[CH2:23][N:24]2[N:28]=[C:27]([CH2:29]OS(C)(=O)=O)[CH:26]=[N:25]2)=[O:16])[N:13]=1)=[O:7])([CH3:4])([CH3:3])[CH3:2].[I-].[Na+].C(=O)([O-])[O-].[Cs+].[Cs+].[NH:64]1[CH2:69][CH2:68][CH:67]([NH:70][C:71](=[O:77])[O:72][C:73]([CH3:76])([CH3:75])[CH3:74])[CH2:66][CH2:65]1, predict the reaction product. The product is: [C:73]([O:72][C:71]([NH:70][CH:67]1[CH2:66][CH2:65][N:64]([CH2:29][C:27]2[CH:26]=[N:25][N:24]([CH2:23][C@@H:19]3[C@H:18]([NH:17][C:15](=[O:16])/[C:14](=[N:35]\[O:36][C:37]4([C:40]([O:42][CH:43]([C:50]5[CH:51]=[CH:52][CH:53]=[CH:54][CH:55]=5)[C:44]5[CH:49]=[CH:48][CH:47]=[CH:46][CH:45]=5)=[O:41])[CH2:38][CH2:39]4)/[C:12]4[N:13]=[C:9]([NH:8][C:6]([O:5][C:1]([CH3:4])([CH3:2])[CH3:3])=[O:7])[S:10][CH:11]=4)[C:21](=[O:22])[NH:20]3)[N:28]=2)[CH2:69][CH2:68]1)=[O:77])([CH3:74])([CH3:76])[CH3:75]. (3) Given the reactants [C:1]1([C:7]2[N:8]=[C:9]3[CH2:22][CH2:21][CH2:20][N:19]([CH2:23][CH2:24][CH2:25][CH2:26][OH:27])[C:10]3=[N:11][C:12]=2[C:13]2[CH:18]=[CH:17][CH:16]=[CH:15][CH:14]=2)[CH:6]=[CH:5][CH:4]=[CH:3][CH:2]=1.[OH-].[K+].Br[CH2:31][C:32]([O:34][C:35]([CH3:38])([CH3:37])[CH3:36])=[O:33], predict the reaction product. The product is: [C:1]1([C:7]2[N:8]=[C:9]3[CH2:22][CH2:21][CH2:20][N:19]([CH2:23][CH2:24][CH2:25][CH2:26][O:27][CH2:31][C:32]([O:34][C:35]([CH3:38])([CH3:37])[CH3:36])=[O:33])[C:10]3=[N:11][C:12]=2[C:13]2[CH:18]=[CH:17][CH:16]=[CH:15][CH:14]=2)[CH:2]=[CH:3][CH:4]=[CH:5][CH:6]=1. (4) Given the reactants [NH2:1][C:2]1[S:6][N:5]=[C:4]([CH3:7])[N:3]=1.[N:8]([O-])=[O:9].[Na+], predict the reaction product. The product is: [CH3:7][C:4]1[N:3]=[C:2]([NH:1][N:8]=[O:9])[S:6][N:5]=1. (5) Given the reactants [F:1][C:2]1[CH:3]=[C:4]2[C:8](=[CH:9][CH:10]=1)[N:7]([CH2:11][CH2:12][NH:13][C:14](=[O:22])[C@@H:15]([NH2:21])[CH2:16][C:17]([CH3:20])([CH3:19])[CH3:18])[CH2:6][CH2:5]2.Cl[C:24]1[CH:29]=[N:28][CH:27]=[CH:26][N:25]=1.C(=O)([O-])[O-].[K+].[K+], predict the reaction product. The product is: [F:1][C:2]1[CH:3]=[C:4]2[C:8](=[CH:9][CH:10]=1)[N:7]([CH2:11][CH2:12][NH:13][C:14](=[O:22])[C@@H:15]([NH:21][C:24]1[CH:29]=[N:28][CH:27]=[CH:26][N:25]=1)[CH2:16][C:17]([CH3:18])([CH3:19])[CH3:20])[CH2:6][CH2:5]2. (6) Given the reactants [Br:1][C:2]1[N:3]=[CH:4][C:5]([F:16])=[C:6]2[C:10]([C:11](=[O:15])[C:12]([OH:14])=O)=[CH:9][NH:8][C:7]=12.[C:17]1([N:23]2[C:27]([N:28]3[CH2:33][CH2:32][NH:31][CH2:30][CH2:29]3)=[N:26][N:25]=[N:24]2)[CH:22]=[CH:21][CH:20]=[CH:19][CH:18]=1.CCN(C(C)C)C(C)C.CN(C(ON1N=NC2C=CC=CC1=2)=[N+](C)C)C.[B-](F)(F)(F)F, predict the reaction product. The product is: [Br:1][C:2]1[N:3]=[CH:4][C:5]([F:16])=[C:6]2[C:10]([C:11](=[O:15])[C:12]([N:31]3[CH2:32][CH2:33][N:28]([C:27]4[N:23]([C:17]5[CH:22]=[CH:21][CH:20]=[CH:19][CH:18]=5)[N:24]=[N:25][N:26]=4)[CH2:29][CH2:30]3)=[O:14])=[CH:9][NH:8][C:7]=12. (7) Given the reactants [NH:1]1[C:9]2[C:4](=[CH:5][CH:6]=[CH:7][CH:8]=2)[CH:3]=[C:2]1[CH2:10][CH2:11][CH2:12][NH:13][C:14](=[O:25])[C@@H:15]([NH:18][C:19](=[O:24])[C:20]([F:23])([F:22])[F:21])[CH2:16][CH3:17].[H-].[Na+].[CH3:28]I, predict the reaction product. The product is: [CH3:28][N:1]1[C:9]2[C:4](=[CH:5][CH:6]=[CH:7][CH:8]=2)[CH:3]=[C:2]1[CH2:10][CH2:11][CH2:12][NH:13][C:14](=[O:25])[C@@H:15]([NH:18][C:19](=[O:24])[C:20]([F:21])([F:23])[F:22])[CH2:16][CH3:17].